This data is from Forward reaction prediction with 1.9M reactions from USPTO patents (1976-2016). The task is: Predict the product of the given reaction. (1) Given the reactants [CH3:1][C:2]1[C:6]2[CH:7]=[CH:8][C:9]([C:11]([F:14])([F:13])[F:12])=[CH:10][C:5]=2[O:4][C:3]=1[C:15]([O:17]CC)=[O:16].[OH-].[Na+], predict the reaction product. The product is: [CH3:1][C:2]1[C:6]2[CH:7]=[CH:8][C:9]([C:11]([F:12])([F:13])[F:14])=[CH:10][C:5]=2[O:4][C:3]=1[C:15]([OH:17])=[O:16]. (2) Given the reactants [C:1]1([C:7]2[N:8]=[N:9][N:10]([CH:12]3[CH2:16][NH:15][CH:14]([C:17]([N:19]4[CH2:24][CH2:23][N:22]([C:25]5[CH:32]=[CH:31][CH:30]=[CH:29][C:26]=5[C:27]#[N:28])[CH2:21][CH2:20]4)=[O:18])[CH2:13]3)[N:11]=2)[CH:6]=[CH:5][CH:4]=[CH:3][CH:2]=1.[CH:33](=O)[C:34]1[CH:39]=[CH:38][CH:37]=[CH:36][CH:35]=1.C(O)(=O)C.[BH-](OC(C)=O)(OC(C)=O)OC(C)=O.[Na+], predict the reaction product. The product is: [CH2:33]([N:15]1[CH2:16][CH:12]([N:10]2[N:9]=[N:8][C:7]([C:1]3[CH:2]=[CH:3][CH:4]=[CH:5][CH:6]=3)=[N:11]2)[CH2:13][CH:14]1[C:17]([N:19]1[CH2:24][CH2:23][N:22]([C:25]2[CH:32]=[CH:31][CH:30]=[CH:29][C:26]=2[C:27]#[N:28])[CH2:21][CH2:20]1)=[O:18])[C:34]1[CH:39]=[CH:38][CH:37]=[CH:36][CH:35]=1. (3) The product is: [CH3:28][N:5]([C:1]([CH3:4])([CH3:2])[CH3:3])[C:6]([N:8]1[CH2:9][CH:10]=[C:11]([C:14]2[N:15]=[N:16][N:17]([C:19]3[CH:24]=[CH:23][CH:22]=[CH:21][CH:20]=3)[CH:18]=2)[CH2:12][CH2:13]1)=[O:7]. Given the reactants [C:1]([NH:5][C:6]([N:8]1[CH2:13][CH:12]=[C:11]([C:14]2[N:15]=[N:16][N:17]([C:19]3[CH:24]=[CH:23][CH:22]=[CH:21][CH:20]=3)[CH:18]=2)[CH2:10][CH2:9]1)=[O:7])([CH3:4])([CH3:3])[CH3:2].[H-].[K+].O1CCC[CH2:28]1, predict the reaction product.